Dataset: Full USPTO retrosynthesis dataset with 1.9M reactions from patents (1976-2016). Task: Predict the reactants needed to synthesize the given product. Given the product [CH3:1][N:2]([CH3:32])[C:3]([C:5]1[N:26]([CH:27]2[CH2:31][CH2:30][CH2:29][CH2:28]2)[C:8]2[N:9]=[C:10]([NH:13][C:14]3[CH:19]=[CH:18][C:17]([N:20]4[CH2:21][CH2:22][N:23]([CH:34]5[CH2:38][CH2:37][CH2:36][CH2:35]5)[CH2:24][CH2:25]4)=[CH:16][N:15]=3)[N:11]=[CH:12][C:7]=2[CH:6]=1)=[O:4], predict the reactants needed to synthesize it. The reactants are: [CH3:1][N:2]([CH3:32])[C:3]([C:5]1[N:26]([CH:27]2[CH2:31][CH2:30][CH2:29][CH2:28]2)[C:8]2[N:9]=[C:10]([NH:13][C:14]3[CH:19]=[CH:18][C:17]([N:20]4[CH2:25][CH2:24][NH:23][CH2:22][CH2:21]4)=[CH:16][N:15]=3)[N:11]=[CH:12][C:7]=2[CH:6]=1)=[O:4].Br[CH:34]1[CH2:38][CH2:37][CH2:36][CH2:35]1.